This data is from NCI-60 drug combinations with 297,098 pairs across 59 cell lines. The task is: Regression. Given two drug SMILES strings and cell line genomic features, predict the synergy score measuring deviation from expected non-interaction effect. (1) Drug 1: CC1C(C(CC(O1)OC2CC(CC3=C2C(=C4C(=C3O)C(=O)C5=C(C4=O)C(=CC=C5)OC)O)(C(=O)C)O)N)O.Cl. Drug 2: CC1C(C(CC(O1)OC2CC(CC3=C2C(=C4C(=C3O)C(=O)C5=C(C4=O)C(=CC=C5)OC)O)(C(=O)CO)O)N)O.Cl. Cell line: DU-145. Synergy scores: CSS=39.7, Synergy_ZIP=4.66, Synergy_Bliss=9.19, Synergy_Loewe=5.62, Synergy_HSA=7.68. (2) Drug 1: CC1=C2C(C(=O)C3(C(CC4C(C3C(C(C2(C)C)(CC1OC(=O)C(C(C5=CC=CC=C5)NC(=O)OC(C)(C)C)O)O)OC(=O)C6=CC=CC=C6)(CO4)OC(=O)C)OC)C)OC. Drug 2: CC12CCC(CC1=CCC3C2CCC4(C3CC=C4C5=CN=CC=C5)C)O. Cell line: OVCAR-8. Synergy scores: CSS=41.3, Synergy_ZIP=1.79, Synergy_Bliss=-3.39, Synergy_Loewe=-29.7, Synergy_HSA=-2.53.